This data is from Forward reaction prediction with 1.9M reactions from USPTO patents (1976-2016). The task is: Predict the product of the given reaction. (1) Given the reactants [C:1]([C:4]1[CH:9]=[CH:8][C:7]([C@H:10]([NH:12][S:13]([CH3:16])(=[O:15])=[O:14])[CH3:11])=[CH:6][CH:5]=1)(=[O:3])[CH3:2].[BH4-].[Na+], predict the reaction product. The product is: [OH:3][CH:1]([C:4]1[CH:5]=[CH:6][C:7]([C@H:10]([NH:12][S:13]([CH3:16])(=[O:15])=[O:14])[CH3:11])=[CH:8][CH:9]=1)[CH3:2]. (2) The product is: [CH:1]([N:14]1[CH2:19][CH2:18][N:17]([C:33](=[O:34])[CH2:32][N:29]2[CH2:30][CH2:31][C:27]([C:24]3[CH:25]=[CH:26][C:21]([F:20])=[CH:22][CH:23]=3)([C:37]3[CH:38]=[CH:39][C:40]([F:43])=[CH:41][CH:42]=3)[C:28]2=[O:36])[CH2:16][CH2:15]1)([C:8]1[CH:13]=[CH:12][CH:11]=[CH:10][CH:9]=1)[C:2]1[CH:7]=[CH:6][CH:5]=[CH:4][CH:3]=1. Given the reactants [CH:1]([N:14]1[CH2:19][CH2:18][NH:17][CH2:16][CH2:15]1)([C:8]1[CH:13]=[CH:12][CH:11]=[CH:10][CH:9]=1)[C:2]1[CH:7]=[CH:6][CH:5]=[CH:4][CH:3]=1.[F:20][C:21]1[CH:26]=[CH:25][C:24]([C:27]2([C:37]3[CH:42]=[CH:41][C:40]([F:43])=[CH:39][CH:38]=3)[CH2:31][CH2:30][N:29]([CH2:32][C:33](O)=[O:34])[C:28]2=[O:36])=[CH:23][CH:22]=1.Cl.C(N=C=NCCCN(C)C)C, predict the reaction product. (3) Given the reactants [NH2:1][CH2:2][C:3]1[N:4]=[C:5]([NH:8][C:9](=[O:23])[N:10]([CH:17]2[CH2:22][CH2:21][CH2:20][CH2:19][CH2:18]2)[CH:11]2[CH2:16][CH2:15][CH2:14][CH2:13][CH2:12]2)[S:6][CH:7]=1.[C:24]([NH:31][CH2:32][C:33](O)=[O:34])([O:26][C:27]([CH3:30])([CH3:29])[CH3:28])=[O:25], predict the reaction product. The product is: [C:27]([O:26][C:24](=[O:25])[NH:31][CH2:32][C:33](=[O:34])[NH:1][CH2:2][C:3]1[N:4]=[C:5]([NH:8][C:9]([N:10]([CH:11]2[CH2:16][CH2:15][CH2:14][CH2:13][CH2:12]2)[CH:17]2[CH2:22][CH2:21][CH2:20][CH2:19][CH2:18]2)=[O:23])[S:6][CH:7]=1)([CH3:30])([CH3:28])[CH3:29]. (4) Given the reactants [CH2:1]([N:8]1[C:12]2=[N:13][CH:14]=[CH:15][C:16]([O:17]C)=[C:11]2[CH:10]=[C:9]1[CH3:19])[C:2]1[CH:7]=[CH:6][CH:5]=[CH:4][CH:3]=1.[NH4+].[Cl-].Cl, predict the reaction product. The product is: [CH2:1]([N:8]1[C:12]2[N:13]=[CH:14][CH:15]=[C:16]([OH:17])[C:11]=2[CH:10]=[C:9]1[CH3:19])[C:2]1[CH:3]=[CH:4][CH:5]=[CH:6][CH:7]=1.